Task: Predict the reaction yield, written as a fraction of the theoretical maximum amount of product (1.0 means a 100% yield; for example, 0.34 means a 34% yield).. Dataset: Reaction yield outcomes from USPTO patents with 853,638 reactions The reactants are [CH3:1][CH:2]([CH3:6])[C:3](=[O:5])[CH3:4].C(O[CH:10](OCC)[N:11]([CH3:13])[CH3:12])C. No catalyst specified. The product is [CH3:10][N:11]([CH3:13])[CH:12]=[CH:4][C:3](=[O:5])[CH:2]([CH3:6])[CH3:1]. The yield is 0.800.